From a dataset of Experimentally validated miRNA-target interactions with 360,000+ pairs, plus equal number of negative samples. Binary Classification. Given a miRNA mature sequence and a target amino acid sequence, predict their likelihood of interaction. (1) The miRNA is hsa-miR-545-3p with sequence UCAGCAAACAUUUAUUGUGUGC. The protein sequence of the target gene is MTELQQDVEDTKPAKVLGKRESKLGSAHSEAENGVEEKKKACRSPTAQSPTPSVEADSPDQKKIISLWSKSSFDGASLASDKNDCKTESKNDPKTERKKSSSSSQYKANMHFHKLFLSVPTEEPLKQSFTCALQKEILYQGKLFVSENWICFHSKVFGKDTKISIPAFSVTLIKKTKTALLVPNALIIATVTDRYIFVSLLSRDSTYKLLKSVCGHLENTSVGNSPNPSSAENSFRADRPSSLPLDFNDEFSDLDGVVQQRRQDMEGYSSSGSQTPESENSRDFHATESQTVLNVSKGEA.... Result: 1 (interaction). (2) The miRNA is hsa-miR-4447 with sequence GGUGGGGGCUGUUGUUU. The protein sequence of the target gene is MGVPTALEAGSWRWGSLLFALFLAASLGPVAAFKVATPYSLYVCPEGQNVTLTCRLLGPVDKGHDVTFYKTWYRSSRGEVQTCSERRPIRNLTFQDLHLHHGGHQAANTSHDLAQRHGLESASDHHGNFSITMRNLTLLDSGLYCCLVVEIRHHHSEHRVHGAMELQVQTGKDAPSNCVVYPSSSQDSENITAAALATGACIVGILCLPLILLLVYKQRQAASNRRAQELVRMDSNIQGIENPGFEASPPAQGIPEAKVRHPLSYVAQRQPSESGRHLLSEPSTPLSPPGPGDVFFPSLD.... Result: 1 (interaction).